Task: Predict the reactants needed to synthesize the given product.. Dataset: Full USPTO retrosynthesis dataset with 1.9M reactions from patents (1976-2016) Given the product [NH2:16][C@@H:8]([C@H:9]([CH3:15])[C@H:10]([CH3:14])[CH2:11][CH2:12][CH3:13])[CH2:7][C:6]([OH:26])=[O:5], predict the reactants needed to synthesize it. The reactants are: C([O:5][C:6](=[O:26])[CH2:7][C@@H:8]([NH:16]S(C1C=CC(C)=CC=1)=O)[C@H:9]([CH3:15])[C@H:10]([CH3:14])[CH2:11][CH2:12][CH3:13])(C)(C)C.FC(F)(F)C(O)=O.